From a dataset of Full USPTO retrosynthesis dataset with 1.9M reactions from patents (1976-2016). Predict the reactants needed to synthesize the given product. (1) Given the product [F:33][C:24]([F:23])([F:32])[C:25]1[O:29][N:28]=[C:27]([CH2:30][NH:31][C:14]([C:12]2[CH:11]=[CH:10][C:9]([O:17][CH2:18][CH:19]3[CH2:21][CH2:20]3)=[C:8]([C:5]3[CH:4]=[CH:3][C:2]([Cl:1])=[CH:7][CH:6]=3)[N:13]=2)=[O:16])[CH:26]=1, predict the reactants needed to synthesize it. The reactants are: [Cl:1][C:2]1[CH:7]=[CH:6][C:5]([C:8]2[N:13]=[C:12]([C:14]([OH:16])=O)[CH:11]=[CH:10][C:9]=2[O:17][CH2:18][CH:19]2[CH2:21][CH2:20]2)=[CH:4][CH:3]=1.Cl.[F:23][C:24]([F:33])([F:32])[C:25]1[O:29][N:28]=[C:27]([CH2:30][NH2:31])[CH:26]=1. (2) Given the product [Cl:1][C:2]1[C:3]([C:9]2[C:10]([C:23]([F:26])([F:25])[F:24])=[N:11][CH:12]=[C:13]([NH:15][CH2:16][CH:17]3[CH2:22][CH2:21][O:20][CH2:19][CH2:18]3)[N:14]=2)=[CH:4][C:5]([NH:33][C@H:30]2[CH2:31][CH2:32][C@H:27]([NH2:34])[CH2:28][CH2:29]2)=[N:6][CH:7]=1, predict the reactants needed to synthesize it. The reactants are: [Cl:1][C:2]1[C:3]([C:9]2[N:14]=[C:13]([NH:15][CH2:16][CH:17]3[CH2:22][CH2:21][O:20][CH2:19][CH2:18]3)[CH:12]=[N:11][C:10]=2[C:23]([F:26])([F:25])[F:24])=[CH:4][C:5](F)=[N:6][CH:7]=1.[C@H:27]1([NH2:34])[CH2:32][CH2:31][C@H:30]([NH2:33])[CH2:29][CH2:28]1.